This data is from Catalyst prediction with 721,799 reactions and 888 catalyst types from USPTO. The task is: Predict which catalyst facilitates the given reaction. (1) Reactant: [C:1]([O:5][C:6](=[O:17])[NH:7][CH2:8][CH2:9][C:10]1[CH:15]=[CH:14][C:13]([NH2:16])=[CH:12][CH:11]=1)([CH3:4])([CH3:3])[CH3:2].[CH:18]([C:21]1[CH:26]=[CH:25][C:24]([S:27](Cl)(=[O:29])=[O:28])=[CH:23][CH:22]=1)([CH3:20])[CH3:19]. Product: [C:1]([O:5][C:6](=[O:17])[NH:7][CH2:8][CH2:9][C:10]1[CH:15]=[CH:14][C:13]([NH:16][S:27]([C:24]2[CH:25]=[CH:26][C:21]([CH:18]([CH3:20])[CH3:19])=[CH:22][CH:23]=2)(=[O:29])=[O:28])=[CH:12][CH:11]=1)([CH3:4])([CH3:2])[CH3:3]. The catalyst class is: 17. (2) Reactant: [Cl:1][C:2]1[CH:3]=[CH:4][C:5]([S:24]([CH2:27][CH3:28])(=[O:26])=[O:25])=[C:6]([CH:23]=1)[CH2:7][NH:8][C:9](=[O:22])[C:10]1[CH:15]=[CH:14][C:13]([CH:16]=O)=[C:12]([C:18]([F:21])([F:20])[F:19])[CH:11]=1.[C:29]([O:33][C:34](=[O:43])[NH:35][CH2:36][C@@H:37]1[CH2:42][CH2:41][CH2:40][NH:39][CH2:38]1)([CH3:32])([CH3:31])[CH3:30]. Product: [C:29]([O:33][C:34](=[O:43])[NH:35][CH2:36][C@@H:37]1[CH2:42][CH2:41][CH2:40][N:39]([CH2:16][C:13]2[CH:14]=[CH:15][C:10]([C:9](=[O:22])[NH:8][CH2:7][C:6]3[CH:23]=[C:2]([Cl:1])[CH:3]=[CH:4][C:5]=3[S:24]([CH2:27][CH3:28])(=[O:25])=[O:26])=[CH:11][C:12]=2[C:18]([F:20])([F:21])[F:19])[CH2:38]1)([CH3:32])([CH3:30])[CH3:31]. The catalyst class is: 22. (3) The catalyst class is: 37. Product: [C:24]1([C@H:30]([N:32]2[C:2]3[C:3](=[C:4]([C:10]#[N:11])[C:5]([C:6]#[N:7])=[CH:8][CH:9]=3)[CH:12]=[CH:13]2)[CH3:31])[CH:29]=[CH:28][CH:27]=[CH:26][CH:25]=1. Reactant: F[C:2]1[C:3]([C:12]#[C:13][Si](C)(C)C)=[C:4]([C:10]#[N:11])[C:5](=[CH:8][CH:9]=1)[C:6]#[N:7].C([O-])([O-])=O.[K+].[K+].[C:24]1([C@H:30]([NH2:32])[CH3:31])[CH:29]=[CH:28][CH:27]=[CH:26][CH:25]=1.